Dataset: Forward reaction prediction with 1.9M reactions from USPTO patents (1976-2016). Task: Predict the product of the given reaction. (1) Given the reactants [SH:1][CH2:2][CH2:3][C:4]([OH:6])=[O:5].O[CH2:8][NH:9][C:10](=[O:12])[CH3:11], predict the reaction product. The product is: [C:10]([NH:9][CH2:8][S:1][CH2:2][CH2:3][C:4]([OH:6])=[O:5])(=[O:12])[CH3:11]. (2) Given the reactants [CH2:1]([N:8]1[C:16]2[C:11](=[CH:12][CH:13]=[CH:14][CH:15]=2)[C:10]([C:17]2[O:18][C:19]([C:22]([OH:24])=O)=[CH:20][CH:21]=2)=[N:9]1)[C:2]1[CH:7]=[CH:6][CH:5]=[CH:4][CH:3]=1.S(Cl)([Cl:27])=O, predict the reaction product. The product is: [CH2:1]([N:8]1[C:16]2[C:11](=[CH:12][CH:13]=[CH:14][CH:15]=2)[C:10]([C:17]2[O:18][C:19]([C:22]([Cl:27])=[O:24])=[CH:20][CH:21]=2)=[N:9]1)[C:2]1[CH:7]=[CH:6][CH:5]=[CH:4][CH:3]=1. (3) Given the reactants Br[C:2]1[CH:3]=[C:4]([C:7](=[O:12])[C:8]([F:11])([F:10])[F:9])[S:5][CH:6]=1.[C:13]([C:16]1[CH:17]=[C:18](B(O)O)[CH:19]=[CH:20][CH:21]=1)([OH:15])=[O:14], predict the reaction product. The product is: [F:9][C:8]([F:11])([F:10])[C:7]([C:4]1[S:5][CH:6]=[C:2]([C:20]2[CH:21]=[C:16]([CH:17]=[CH:18][CH:19]=2)[C:13]([OH:15])=[O:14])[CH:3]=1)=[O:12]. (4) The product is: [CH2:33]([O:31][C:30]([CH:27]1[CH2:28][CH2:29][CH:24]([C:22]([N:14]2[CH2:15][CH2:16][C@:17]3([CH3:21])[C:18]([CH3:20])([CH3:19])[C@H:13]2[CH2:12][C:11]2[C:6]([OH:5])=[CH:7][CH:8]=[CH:9][C:10]=23)=[O:23])[CH2:25][CH2:26]1)=[O:32])[CH3:34]. Given the reactants O=S(Cl)Cl.[OH:5][C:6]1[C:11]2[CH2:12][C@@H:13]3[C:18]([CH3:20])([CH3:19])[C@:17]([CH3:21])([C:10]=2[CH:9]=[CH:8][CH:7]=1)[CH2:16][CH2:15][N:14]3[C:22]([CH:24]1[CH2:29][CH2:28][CH:27]([C:30]([OH:32])=[O:31])[CH2:26][CH2:25]1)=[O:23].[CH2:33](O)[CH3:34], predict the reaction product. (5) Given the reactants [C:1]1(=[O:11])[C@H:9]2[C@@H:4]([CH2:5][CH2:6][CH2:7][CH2:8]2)[C:3](=[O:10])O1.Cl.N[C:14]1([C:17]#[N:18])[CH2:16][CH2:15]1.C([N:21](CC)CC)C.[BH4-].[Na+].C(=O)([O-])O.[Na+], predict the reaction product. The product is: [C:17]([C:14]1([C:4]2([C:3]([NH2:21])=[O:10])[CH2:5][CH2:6][CH2:7][CH2:8][CH:9]2[CH2:1][OH:11])[CH2:16][CH2:15]1)#[N:18].